Task: Binary Classification. Given a miRNA mature sequence and a target amino acid sequence, predict their likelihood of interaction.. Dataset: Experimentally validated miRNA-target interactions with 360,000+ pairs, plus equal number of negative samples (1) The miRNA is hsa-miR-3940-3p with sequence CAGCCCGGAUCCCAGCCCACUU. The protein sequence of the target gene is MPVMPIPRRVRSFHGPHTTCLHAACGPVRASHLARTKYNNFDVYIKTRWLYGFIRFLLYFSCSLFTAALWGALAALFCLQYLGVRVLLRFQRKLSVLLLLLGRRRVDFRLVNELLVYGIHVTMLLVGGLGWCFMVFVDM. Result: 1 (interaction). (2) The miRNA is hsa-miR-520c-3p with sequence AAAGUGCUUCCUUUUAGAGGGU. The protein sequence of the target gene is MSDNGELEDKPPAPPVRMSSTIFSTGGKDPLSANHSLKPLPSVPEEKKPRHKIISIFSGTEKGSKKKEKERPEISPPSDFEHTIHVGFDAVTGEFTGMPEQWARLLQTSNITKLEQKKNPQAVLDVLKFYDSNTVKQKYLSFTPPEKDGFPSGTPALNAKGTEAPAVVTEEEDDDEETAPPVIAPRPDHTKSIYTRSVIDPVPAPVGDSHVDGAAKSLDKQKKKTKMTDEEIMEKLRTIVSIGDPKKKYTRYEKIGQGASGTVFTATDVALGQEVAIKQINLQKQPKKELIINEILVMKE.... Result: 1 (interaction).